This data is from Catalyst prediction with 721,799 reactions and 888 catalyst types from USPTO. The task is: Predict which catalyst facilitates the given reaction. Reactant: [Cl:1][C:2]1[CH:7]=[CH:6][N:5]=[C:4]([C:8]([CH:10]2[CH2:12][CH2:11]2)=O)[C:3]=1[CH3:13].[Cl-].[CH3:15][O:16][CH2:17][P+](C1C=CC=CC=1)(C1C=CC=CC=1)C1C=CC=CC=1.CC(C)([O-])C.[K+].Cl. Product: [Cl:1][C:2]1[CH:7]=[CH:6][N:5]=[C:4]([C:8]([CH:10]2[CH2:12][CH2:11]2)=[CH:15][O:16][CH3:17])[C:3]=1[CH3:13]. The catalyst class is: 11.